From a dataset of Forward reaction prediction with 1.9M reactions from USPTO patents (1976-2016). Predict the product of the given reaction. (1) Given the reactants C(N(CC)CC)C.[C:8]([O:12][C:13]([N:15]1[CH2:20][CH2:19][CH:18]([NH:21][NH2:22])[CH2:17][CH2:16]1)=[O:14])([CH3:11])([CH3:10])[CH3:9].[Cl:23][C:24]1[C:29]([CH:30]=O)=[C:28](Cl)[N:27]=[CH:26][N:25]=1, predict the reaction product. The product is: [C:8]([O:12][C:13]([N:15]1[CH2:16][CH2:17][CH:18]([N:21]2[C:28]3=[N:27][CH:26]=[N:25][C:24]([Cl:23])=[C:29]3[CH:30]=[N:22]2)[CH2:19][CH2:20]1)=[O:14])([CH3:11])([CH3:9])[CH3:10]. (2) Given the reactants [CH2:1]([O:3][C:4](=[O:20])[CH2:5][N:6]=[C:7]([C:14]1[CH:19]=[CH:18][CH:17]=[CH:16][CH:15]=1)[C:8]1[CH:13]=[CH:12][CH:11]=[CH:10][CH:9]=1)[CH3:2].C[Si]([N-][Si](C)(C)C)(C)C.[K+].I[CH2:32][CH2:33][CH2:34][CH:35]=[CH2:36], predict the reaction product. The product is: [C:8]1([C:7](=[N:6][C:5]([CH2:15][CH2:14][CH2:7][CH:8]=[CH2:9])([CH2:32][CH2:33][CH2:34][CH:35]=[CH2:36])[C:4]([O:3][CH2:1][CH3:2])=[O:20])[C:14]2[CH:19]=[CH:18][CH:17]=[CH:16][CH:15]=2)[CH:9]=[CH:10][CH:11]=[CH:12][CH:13]=1. (3) The product is: [CH2:34]([N:31]1[CH2:32][CH2:33][CH:28]([N:17]([C:14]2[CH:15]=[C:16]3[C:11]([CH2:10][CH2:9][NH:8]3)=[CH:12][CH:13]=2)[C:18](=[O:27])/[CH:19]=[CH:20]/[C:21]2[CH:26]=[CH:25][CH:24]=[CH:23][CH:22]=2)[CH2:29][CH2:30]1)[C:35]1[CH:40]=[CH:39][CH:38]=[CH:37][CH:36]=1.[C:41]([OH:47])([C:43]([F:46])([F:45])[F:44])=[O:42]. Given the reactants C(OC([N:8]1[C:16]2[C:11](=[CH:12][CH:13]=[C:14]([N:17]([CH:28]3[CH2:33][CH2:32][N:31]([CH2:34][C:35]4[CH:40]=[CH:39][CH:38]=[CH:37][CH:36]=4)[CH2:30][CH2:29]3)[C:18](=[O:27])/[CH:19]=[CH:20]/[C:21]3[CH:26]=[CH:25][CH:24]=[CH:23][CH:22]=3)[CH:15]=2)[CH2:10][CH2:9]1)=O)(C)(C)C.[C:41]([OH:47])([C:43]([F:46])([F:45])[F:44])=[O:42], predict the reaction product. (4) Given the reactants Cl[C:2]1[CH:3]=[C:4]([N:8]2[N:12]=[N:11][C:10]([C:13]3[CH:18]=[CH:17][CH:16]=[CH:15][N:14]=3)=[N:9]2)[CH:5]=[CH:6][CH:7]=1.[CH3:19][O:20]C1C=CC(N)=CC=1.N1C=CC=CC=1C=O, predict the reaction product. The product is: [CH3:19][O:20][C:7]1[CH:6]=[CH:5][C:4]([N:8]2[N:12]=[N:11][C:10]([C:13]3[CH:18]=[CH:17][CH:16]=[CH:15][N:14]=3)=[N:9]2)=[CH:3][CH:2]=1. (5) Given the reactants [Cl:1][C:2]1[N:7]=[CH:6][C:5]2[C:8](I)=[N:9][N:10]([CH:11]([CH3:16])[C:12]([F:15])([F:14])[F:13])[C:4]=2[CH:3]=1.Cl.[NH:19]1[CH2:23][CH2:22][C@@H:21]([OH:24])[CH2:20]1.N1CCC[C@H]1C(O)=O.C(=O)([O-])[O-].[K+].[K+], predict the reaction product. The product is: [Cl:1][C:2]1[N:7]=[CH:6][C:5]2[C:8]([N:19]3[CH2:23][CH2:22][C@@H:21]([OH:24])[CH2:20]3)=[N:9][N:10]([C@@H:11]([CH3:16])[C:12]([F:15])([F:14])[F:13])[C:4]=2[CH:3]=1.